From a dataset of Merck oncology drug combination screen with 23,052 pairs across 39 cell lines. Regression. Given two drug SMILES strings and cell line genomic features, predict the synergy score measuring deviation from expected non-interaction effect. (1) Drug 1: O=C(O)C1(Cc2cccc(Nc3nccs3)n2)CCC(Oc2cccc(Cl)c2F)CC1. Cell line: A2780. Synergy scores: synergy=11.1. Drug 2: Cn1cc(-c2cnn3c(N)c(Br)c(C4CCCNC4)nc23)cn1. (2) Drug 1: COC12C(COC(N)=O)C3=C(C(=O)C(C)=C(N)C3=O)N1CC1NC12. Drug 2: Cc1nc(Nc2ncc(C(=O)Nc3c(C)cccc3Cl)s2)cc(N2CCN(CCO)CC2)n1. Cell line: HT29. Synergy scores: synergy=39.1. (3) Drug 1: CN1C(=O)C=CC2(C)C3CCC4(C)C(NC(=O)OCC(F)(F)F)CCC4C3CCC12. Drug 2: Cn1cc(-c2cnn3c(N)c(Br)c(C4CCCNC4)nc23)cn1. Cell line: ES2. Synergy scores: synergy=-0.278. (4) Drug 1: CCN(CC)CCNC(=O)c1c(C)[nH]c(C=C2C(=O)Nc3ccc(F)cc32)c1C. Drug 2: CNC(=O)c1cc(Oc2ccc(NC(=O)Nc3ccc(Cl)c(C(F)(F)F)c3)cc2)ccn1. Cell line: ZR751. Synergy scores: synergy=-8.20. (5) Drug 1: O=P1(N(CCCl)CCCl)NCCCO1. Drug 2: NC1(c2ccc(-c3nc4ccn5c(=O)[nH]nc5c4cc3-c3ccccc3)cc2)CCC1. Cell line: UACC62. Synergy scores: synergy=9.31. (6) Drug 1: COc1cc(C2c3cc4c(cc3C(OC3OC5COC(C)OC5C(O)C3O)C3COC(=O)C23)OCO4)cc(OC)c1O. Drug 2: Cc1nc(Nc2ncc(C(=O)Nc3c(C)cccc3Cl)s2)cc(N2CCN(CCO)CC2)n1. Cell line: NCIH2122. Synergy scores: synergy=-55.1. (7) Drug 1: COc1cc(C2c3cc4c(cc3C(OC3OC5COC(C)OC5C(O)C3O)C3COC(=O)C23)OCO4)cc(OC)c1O. Drug 2: COC1CC2CCC(C)C(O)(O2)C(=O)C(=O)N2CCCCC2C(=O)OC(C(C)CC2CCC(OP(C)(C)=O)C(OC)C2)CC(=O)C(C)C=C(C)C(O)C(OC)C(=O)C(C)CC(C)C=CC=CC=C1C. Cell line: OCUBM. Synergy scores: synergy=11.3.